This data is from Full USPTO retrosynthesis dataset with 1.9M reactions from patents (1976-2016). The task is: Predict the reactants needed to synthesize the given product. (1) The reactants are: [CH3:1][CH:2]([N:10]1[CH:14]=[C:13]([C:15]2[C:16]3[CH:23]=[CH:22][N:21]([CH2:24][O:25][CH2:26][CH2:27][Si:28]([CH3:31])([CH3:30])[CH3:29])[C:17]=3[N:18]=[CH:19][N:20]=2)[CH:12]=[N:11]1)[CH2:3][N:4]1[CH2:9][CH2:8][NH:7][CH2:6][CH2:5]1.C(N(CC)CC)C.[CH3:39][N:40]1[CH:44]=[CH:43][C:42]([S:45](Cl)(=[O:47])=[O:46])=[N:41]1. Given the product [CH3:1][CH:2]([N:10]1[CH:14]=[C:13]([C:15]2[C:16]3[CH:23]=[CH:22][N:21]([CH2:24][O:25][CH2:26][CH2:27][Si:28]([CH3:30])([CH3:29])[CH3:31])[C:17]=3[N:18]=[CH:19][N:20]=2)[CH:12]=[N:11]1)[CH2:3][N:4]1[CH2:9][CH2:8][N:7]([S:45]([C:42]2[CH:43]=[CH:44][N:40]([CH3:39])[N:41]=2)(=[O:47])=[O:46])[CH2:6][CH2:5]1, predict the reactants needed to synthesize it. (2) Given the product [CH3:9][C:10]1[CH:11]=[C:12]([CH:13]=[CH:14][C:15]=1[N+:16]([O-:18])=[O:17])[O:19][C:6]1[CH:5]=[CH:4][N:3]=[C:2]([NH2:1])[CH:7]=1, predict the reactants needed to synthesize it. The reactants are: [NH2:1][C:2]1[CH:7]=[C:6](Cl)[CH:5]=[CH:4][N:3]=1.[CH3:9][C:10]1[CH:11]=[C:12]([OH:19])[CH:13]=[CH:14][C:15]=1[N+:16]([O-:18])=[O:17].C(N(C(C)C)CC)(C)C.